Predict the product of the given reaction. From a dataset of Forward reaction prediction with 1.9M reactions from USPTO patents (1976-2016). Given the reactants [O:1]=[CH:2][C@@H:3]([C@H:5]([C@@H:7]([C@@H:9]([CH2:11][OH:12])[OH:10])[OH:8])[OH:6])[OH:4].[O:13]=[CH:14][C@@H:15]([C@H:17]([C@H:19]([C@@H:21]([CH2:23][OH:24])[OH:22])[OH:20])[OH:18])[OH:16].OCC([C@H]([C@H]([C@@H](CO)O)O)O)=O.O, predict the reaction product. The product is: [O:1]=[CH:2][C@@H:3]([C@H:5]([C@@H:7]([C@@H:9]([CH2:11][OH:12])[OH:10])[OH:8])[OH:6])[OH:4].[OH:13][CH2:14][C:15]([C@H:17]([C@H:19]([C@@H:21]([CH2:23][OH:24])[OH:22])[OH:20])[OH:18])=[O:16].